From a dataset of Reaction yield outcomes from USPTO patents with 853,638 reactions. Predict the reaction yield, written as a fraction of the theoretical maximum amount of product (1.0 means a 100% yield; for example, 0.34 means a 34% yield). (1) The catalyst is C(O)(=O)C. The product is [Br:1][C:9]1[CH:8]=[CH:7][C:6]([S:10][CH3:11])=[CH:5][C:4]=1[CH3:3]. The yield is 0.820. The reactants are [Br:1]Br.[CH3:3][C:4]1[CH:9]=[CH:8][CH:7]=[C:6]([S:10][CH3:11])[CH:5]=1. (2) The reactants are COC(=O)CS[C:6]1[CH:11]=[CH:10][CH:9]=[C:8]([Br:12])[CH:7]=1.ClC1C=CC=[C:17]([C:21]([O:23]O)=[O:22])C=1.[S:25]([O-:29])([O-])(=[O:27])=S.[Na+].[Na+].Cl[CH:33](Cl)C. No catalyst specified. The product is [CH3:33][O:23][C:21](=[O:22])[CH2:17][S:25]([C:10]1[CH:11]=[CH:6][CH:7]=[C:8]([Br:12])[CH:9]=1)(=[O:29])=[O:27]. The yield is 0.930. (3) No catalyst specified. The product is [NH2:37][C:32]1[CH:31]=[C:30]([F:29])[CH:35]=[CH:34][C:33]=1[NH:36][C:26]([C:22]1[C:23]2[C:18](=[CH:17][C:16]([O:15][C:6]3[C:5]4[C:10](=[CH:11][C:12]([O:13][CH3:14])=[C:3]([O:2][CH3:1])[CH:4]=4)[N:9]=[CH:8][CH:7]=3)=[CH:25][CH:24]=2)[CH:19]=[CH:20][CH:21]=1)=[O:28]. The reactants are [CH3:1][O:2][C:3]1[CH:4]=[C:5]2[C:10](=[CH:11][C:12]=1[O:13][CH3:14])[N:9]=[CH:8][CH:7]=[C:6]2[O:15][C:16]1[CH:17]=[C:18]2[C:23](=[CH:24][CH:25]=1)[C:22]([C:26]([OH:28])=O)=[CH:21][CH:20]=[CH:19]2.[F:29][C:30]1[CH:35]=[CH:34][C:33]([NH2:36])=[C:32]([NH2:37])[CH:31]=1. The yield is 0.810. (4) The reactants are C(O[C:6]([N:8]1[CH2:13][CH2:12][CH:11]([NH:14][C:15]2[CH:20]=[CH:19][C:18]([O:21][CH2:22][C:23]3[CH:28]=[CH:27][CH:26]=[CH:25][CH:24]=3)=[CH:17][CH:16]=2)[CH2:10][CH2:9]1)=[O:7])(C)(C)C.C([N:32]([CH2:36][CH3:37])C(C)C)(C)C.Br[CH2:39][CH:40]=[C:41]([CH3:43])[CH3:42].[CH2:44]1[CH2:48]OC[CH2:45]1. No catalyst specified. The product is [NH2:32][C@@H:36]([CH2:37][CH:44]([CH3:48])[CH3:45])[C:6]([N:8]1[CH2:9][CH2:10][CH:11]([N:14]([C:15]2[CH:20]=[CH:19][C:18]([O:21][CH2:22][C:23]3[CH:24]=[CH:25][CH:26]=[CH:27][CH:28]=3)=[CH:17][CH:16]=2)[CH2:39][CH:40]=[C:41]([CH3:43])[CH3:42])[CH2:12][CH2:13]1)=[O:7]. The yield is 0.870. (5) The reactants are Br[C:2]1[CH:7]=[C:6]([Cl:8])[N:5]=[N:4][C:3]=1[NH2:9].Br[CH2:11][C:12]([C:14]1[CH:15]=[N:16][N:17]([C:20]2[CH:25]=[CH:24][CH:23]=[CH:22][CH:21]=2)[C:18]=1[CH3:19])=O.[NH:26]1[CH2:31][CH2:30][O:29][CH2:28][CH2:27]1. The catalyst is C(O)C. The product is [Cl:8][C:6]1[CH:7]=[C:2]([N:26]2[CH2:31][CH2:30][O:29][CH2:28][CH2:27]2)[C:3]2[N:4]([CH:11]=[C:12]([C:14]3[CH:15]=[N:16][N:17]([C:20]4[CH:25]=[CH:24][CH:23]=[CH:22][CH:21]=4)[C:18]=3[CH3:19])[N:9]=2)[N:5]=1. The yield is 0.400.